From a dataset of Reaction yield outcomes from USPTO patents with 853,638 reactions. Predict the reaction yield, written as a fraction of the theoretical maximum amount of product (1.0 means a 100% yield; for example, 0.34 means a 34% yield). (1) The reactants are [C:1]([NH:12][C:13]1[CH:18]=[CH:17][C:16]([S:19](Cl)(=[O:21])=[O:20])=[CH:15][CH:14]=1)(=[O:11])[CH2:2][CH2:3][CH2:4][CH2:5][CH2:6][CH2:7][CH2:8][CH2:9][CH3:10].[NH2:23][C:24]1[S:25][C:26]([CH2:29][OH:30])=[N:27][N:28]=1.Cl. The catalyst is N1C=CC=CC=1. The product is [OH:30][CH2:29][C:26]1[S:25][C:24]([NH:23][S:19]([C:16]2[CH:17]=[CH:18][C:13]([NH:12][C:1](=[O:11])[CH2:2][CH2:3][CH2:4][CH2:5][CH2:6][CH2:7][CH2:8][CH2:9][CH3:10])=[CH:14][CH:15]=2)(=[O:21])=[O:20])=[N:28][N:27]=1. The yield is 0.730. (2) The reactants are [Br:1][C:2]1[CH:7]=[CH:6][C:5]([CH2:8][C:9](=O)[CH3:10])=[CH:4][CH:3]=1.[C:12]([CH2:14][C:15]([O:17][CH2:18][CH3:19])=[O:16])#[N:13].C([O-])(=O)C.[NH4+].C(O)(=O)C. The catalyst is C1(C)C=CC=CC=1. The product is [Br:1][C:2]1[CH:7]=[CH:6][C:5]([CH2:8]/[C:9](/[CH3:10])=[C:14](\[C:12]#[N:13])/[C:15]([O:17][CH2:18][CH3:19])=[O:16])=[CH:4][CH:3]=1. The yield is 0.990. (3) The reactants are [NH2:1][C:2]1[C:7]([C:8]([C:10]2[CH:15]=[CH:14][CH:13]=[CH:12][C:11]=2[O:16][CH3:17])=[O:9])=[CH:6][CH:5]=[C:4](Cl)[N:3]=1.FC(F)(F)C(O)=O.[CH3:26][S:27]([N:30]1[CH2:35][CH2:34][CH:33]([NH2:36])[CH2:32][CH2:31]1)(=[O:29])=[O:28].C(N(CC)C(C)C)(C)C. The catalyst is C(O)C. The product is [NH2:1][C:2]1[C:7]([C:8]([C:10]2[CH:15]=[CH:14][CH:13]=[CH:12][C:11]=2[O:16][CH3:17])=[O:9])=[CH:6][CH:5]=[C:4]([NH:36][CH:33]2[CH2:34][CH2:35][N:30]([S:27]([CH3:26])(=[O:29])=[O:28])[CH2:31][CH2:32]2)[N:3]=1. The yield is 0.580. (4) The reactants are [C:1]([O:5][C:6](=[O:34])[N:7]([C:16]1[S:17][C@:18]2([CH2:32][OH:33])[C@H:20]([C@:21]([C:24]3[C:25]([F:31])=[N:26][CH:27]=[C:28]([Br:30])[CH:29]=3)([CH3:23])[N:22]=1)[CH2:19]2)[CH2:8][O:9][CH2:10][CH2:11][Si:12]([CH3:15])([CH3:14])[CH3:13])([CH3:4])([CH3:3])[CH3:2].C(N(C(C)C)CC)(C)C.S(=O)(=O)=O.N1C=CC=CC=1. The catalyst is C(Cl)Cl.CS(C)=O.CCOC(C)=O. The product is [C:1]([O:5][C:6](=[O:34])[N:7]([C:16]1[S:17][C@:18]2([CH:32]=[O:33])[C@H:20]([C@:21]([C:24]3[C:25]([F:31])=[N:26][CH:27]=[C:28]([Br:30])[CH:29]=3)([CH3:23])[N:22]=1)[CH2:19]2)[CH2:8][O:9][CH2:10][CH2:11][Si:12]([CH3:15])([CH3:14])[CH3:13])([CH3:3])([CH3:2])[CH3:4]. The yield is 0.770. (5) The reactants are [C:1]([O:5][C:6]([N:8]1[CH:13]([CH3:14])[CH2:12][CH2:11][CH2:10][CH:9]1[C:15]([OH:17])=O)=[O:7])([CH3:4])([CH3:3])[CH3:2].ClC(OCC(C)C)=O.C(N(CC)CC)C.[C:33]([C:35]1[CH:36]=[C:37]([CH:42]=[CH:43][CH:44]=1)[C:38]([NH:40]O)=[NH:39])#[N:34]. The catalyst is C1COCC1.CN(C=O)C. The product is [C:1]([O:5][C:6]([N:8]1[CH:13]([CH3:14])[CH2:12][CH2:11][CH2:10][CH:9]1[C:15]1[O:17][N:40]=[C:38]([C:37]2[CH:42]=[CH:43][CH:44]=[C:35]([C:33]#[N:34])[CH:36]=2)[N:39]=1)=[O:7])([CH3:2])([CH3:3])[CH3:4]. The yield is 0.462. (6) The yield is 0.820. The reactants are CCN(C(C)C)C(C)C.CO[C:12]1[CH:21]=[C:20]2[C:15]([CH:16]=[C:17]([C:23]([OH:25])=O)[C:18](=[O:22])[O:19]2)=[CH:14][CH:13]=1.CN([C:29]([O:33]N1N=NC2C=CC=NC1=2)=[N+](C)C)C.F[P-](F)(F)(F)(F)F.[NH2:50][C:51]1[CH:56]=[CH:55][CH:54]=[CH:53][CH:52]=1. The catalyst is CN(C)C=O. The product is [C:51]1([NH:50][C:23]([C:17]2[C:18](=[O:22])[O:19][C:20]3[C:15]([CH:16]=2)=[CH:14][CH:13]=[CH:12][C:21]=3[O:33][CH3:29])=[O:25])[CH:56]=[CH:55][CH:54]=[CH:53][CH:52]=1. (7) No catalyst specified. The reactants are [F:1][C:2]1[CH:3]=[C:4]([C:10]2[C:15]([C:16]3[CH:21]=[CH:20][C:19]([O:22][CH3:23])=[CH:18][CH:17]=3)=[N:14][NH:13][C:12](=[O:24])[CH:11]=2)[CH:5]=[CH:6][C:7]=1[O:8][CH3:9].[CH2:25](I)[CH3:26]. The product is [CH2:25]([N:13]1[C:12](=[O:24])[CH:11]=[C:10]([C:4]2[CH:5]=[CH:6][C:7]([O:8][CH3:9])=[C:2]([F:1])[CH:3]=2)[C:15]([C:16]2[CH:17]=[CH:18][C:19]([O:22][CH3:23])=[CH:20][CH:21]=2)=[N:14]1)[CH3:26]. The yield is 0.978. (8) The yield is 0.880. The catalyst is CCO.C1COCC1.[Pd]. The product is [NH2:8][C:5]1[CH:6]=[CH:7][C:2]([F:1])=[C:3]([NH:11][C:12](=[O:18])[O:13][C:14]([CH3:15])([CH3:16])[CH3:17])[CH:4]=1. The reactants are [F:1][C:2]1[CH:7]=[CH:6][C:5]([N+:8]([O-])=O)=[CH:4][C:3]=1[NH:11][C:12](=[O:18])[O:13][C:14]([CH3:17])([CH3:16])[CH3:15].